Dataset: Catalyst prediction with 721,799 reactions and 888 catalyst types from USPTO. Task: Predict which catalyst facilitates the given reaction. Reactant: [CH3:1][C:2]1[CH:11]=[CH:10][C:5]([C:6]([O:8][CH3:9])=[O:7])=[CH:4][N:3]=1.C1C(=O)N([Br:19])C(=O)C1.CC(N=NC(C#N)(C)C)(C#N)C. Product: [Br:19][CH2:1][C:2]1[CH:11]=[CH:10][C:5]([C:6]([O:8][CH3:9])=[O:7])=[CH:4][N:3]=1. The catalyst class is: 53.